From a dataset of Forward reaction prediction with 1.9M reactions from USPTO patents (1976-2016). Predict the product of the given reaction. (1) Given the reactants [C:1]1([C:11]2[N:16]=[CH:15][C:14]([CH:17](O)[CH3:18])=[CH:13][CH:12]=2)[C:10]2[C:5](=[CH:6][CH:7]=[CH:8][CH:9]=2)[CH:4]=[CH:3][CH:2]=1.[CH:20]1[N:24]=[CH:23][N:22](C([N:22]2[CH:23]=[N:24][CH:20]=[CH:21]2)=O)[CH:21]=1, predict the reaction product. The product is: [N:22]1([CH:17]([C:14]2[CH:13]=[CH:12][C:11]([C:1]3[C:10]4[C:5](=[CH:6][CH:7]=[CH:8][CH:9]=4)[CH:4]=[CH:3][CH:2]=3)=[N:16][CH:15]=2)[CH3:18])[CH:21]=[CH:20][N:24]=[CH:23]1. (2) Given the reactants [NH2:1][C:2]1[C:3]([F:11])=[C:4]([CH2:9][OH:10])[CH:5]=[C:6]([Br:8])[CH:7]=1.[O:12]1[CH2:16][CH2:15][CH2:14][CH:13]1[CH:17]=O.[NH4+].[Cl-], predict the reaction product. The product is: [Br:8][C:6]1[CH:7]=[C:2]([NH:1][CH2:17][CH:13]2[CH2:14][CH2:15][CH2:16][O:12]2)[C:3]([F:11])=[C:4]([CH2:9][OH:10])[CH:5]=1. (3) Given the reactants [NH:1]1[CH2:6][CH2:5][O:4][CH2:3][CH2:2]1.[C:7]([C:9]1[C:17]2[C:12](=[CH:13][CH:14]=[C:15]([CH2:18][CH2:19][NH:20][C:21](=[O:35])[C:22]3[CH:27]=[CH:26][C:25]([C:28]4[CH:33]=[CH:32][N:31]=[C:30](Cl)[N:29]=4)=[CH:24][CH:23]=3)[CH:16]=2)[NH:11][CH:10]=1)#[N:8], predict the reaction product. The product is: [C:7]([C:9]1[C:17]2[C:12](=[CH:13][CH:14]=[C:15]([CH2:18][CH2:19][NH:20][C:21](=[O:35])[C:22]3[CH:27]=[CH:26][C:25]([C:28]4[CH:33]=[CH:32][N:31]=[C:30]([N:1]5[CH2:6][CH2:5][O:4][CH2:3][CH2:2]5)[N:29]=4)=[CH:24][CH:23]=3)[CH:16]=2)[NH:11][CH:10]=1)#[N:8]. (4) Given the reactants [C:1]([O:5][C:6]1[CH:10]=[CH:9][C-:8]([CH2:11][CH3:12])[CH:7]=1)(=[O:4])[CH:2]=[CH2:3].[CH-:13]1[CH:17]=[CH:16][CH:15]=[CH:14]1.[Fe+2:18].C([O-])=O.[NH4+], predict the reaction product. The product is: [C:1]([O:5][C:6]1[CH:10]=[CH:9][C-:8]([CH2:11][CH3:12])[CH:7]=1)(=[O:4])[CH2:2][CH3:3].[CH-:13]1[CH:17]=[CH:16][CH:15]=[CH:14]1.[Fe+2:18].